From a dataset of Forward reaction prediction with 1.9M reactions from USPTO patents (1976-2016). Predict the product of the given reaction. (1) Given the reactants CON(C)[C:4]([C:6]1[S:7][C:8]([C:11]2[CH:16]=[CH:15][N:14]=[C:13]([NH:17][C:18]3[CH:23]=[CH:22][CH:21]=[C:20]([CH:24]([OH:26])[CH3:25])[CH:19]=3)[N:12]=2)=[CH:9][CH:10]=1)=[O:5].[CH3:28][Mg]Br, predict the reaction product. The product is: [OH:26][CH:24]([C:20]1[CH:19]=[C:18]([NH:17][C:13]2[N:12]=[C:11]([C:8]3[S:7][C:6]([C:4](=[O:5])[CH3:28])=[CH:10][CH:9]=3)[CH:16]=[CH:15][N:14]=2)[CH:23]=[CH:22][CH:21]=1)[CH3:25]. (2) The product is: [CH3:1][O:2][C:3]1[CH:8]=[C:7]([O:9][CH3:10])[C:6]([N+:11]([O-:13])=[O:12])=[CH:5][C:4]=1[O:14][CH2:17][CH2:18][N:19]1[CH2:24][CH2:23][O:22][CH2:21][CH2:20]1. Given the reactants [CH3:1][O:2][C:3]1[CH:8]=[C:7]([O:9][CH3:10])[C:6]([N+:11]([O-:13])=[O:12])=[CH:5][C:4]=1[OH:14].Cl.Cl[CH2:17][CH2:18][N:19]1[CH2:24][CH2:23][O:22][CH2:21][CH2:20]1.C([O-])([O-])=O.[K+].[K+], predict the reaction product.